The task is: Predict hERG channel inhibition at various concentrations.. This data is from hERG Central: cardiac toxicity at 1µM, 10µM, and general inhibition. (1) The molecule is CCC(C)N=C1Sc2nc3ccc(C)cc3cc2CN1CCOC. Results: hERG_inhib (hERG inhibition (general)): blocker. (2) The drug is Cc1cc(Br)ccc1NC(=O)CN(C)C(=O)C1CCN(C(=O)c2ccc(F)cc2)CC1. Results: hERG_inhib (hERG inhibition (general)): blocker. (3) The drug is Cc1ccc(C(C)C)c(OCCCN2CCc3ccccc3C2)c1.Cl. Results: hERG_inhib (hERG inhibition (general)): blocker. (4) Results: hERG_inhib (hERG inhibition (general)): blocker. The molecule is O=C(CSc1nnc2c(Cl)cc(Cl)cn12)N1CCN(c2ccc(F)cc2)CC1. (5) The molecule is O=C(NCCCN1CCOCC1)c1ccc(-c2ccc(Cl)cc2)o1. Results: hERG_inhib (hERG inhibition (general)): blocker. (6) The compound is CCOC(=O)c1ccc(-n2ccnc2)c(NC(=O)c2ccc(Cl)cc2)c1. Results: hERG_inhib (hERG inhibition (general)): blocker. (7) The drug is Cn1c(=O)cc(SCC(=O)NCCN2CCN(c3ccccc3F)CC2)c2cc(Cl)ccc21. Results: hERG_inhib (hERG inhibition (general)): blocker.